Dataset: Forward reaction prediction with 1.9M reactions from USPTO patents (1976-2016). Task: Predict the product of the given reaction. Given the reactants [NH2:1][C:2]1[CH:3]=[C:4]2[C:8](=[CH:9][CH:10]=1)[CH2:7][NH:6][CH2:5]2.[N:11]([O-])=[O:12].[Na+].Cl[Sn]Cl.O[C:19]1[C:20](=[O:38])[N:21]([C:31]2[CH:36]=[CH:35][C:34]([I:37])=[CH:33][CH:32]=2)[CH2:22][CH2:23][C:24]=1[C:25](=[O:30])[C:26]([F:29])([F:28])[F:27], predict the reaction product. The product is: [I:37][C:34]1[CH:35]=[CH:36][CH:31]=[CH:32][CH:33]=1.[CH2:7]1[C:8]2[C:4](=[CH:3][C:2]([N:1]3[C:19]4[C:20](=[O:38])[N:21]([CH3:31])[CH2:22][CH2:23][C:24]=4[C:25]([C:26]([F:29])([F:28])[F:27])=[N:11]3)=[CH:10][CH:9]=2)[CH2:5][NH:6]1.[CH3:26][C:25]([OH:30])=[O:12].